From a dataset of Full USPTO retrosynthesis dataset with 1.9M reactions from patents (1976-2016). Predict the reactants needed to synthesize the given product. (1) Given the product [Br:1][C:2]1[C:17]([Cl:18])=[CH:16][C:5]([O:6][C:7]2[CH:8]=[CH:9][N:10]=[CH:11][C:12]=2[C:13]([N:59]2[C:60]3[C:65](=[CH:64][CH:63]=[CH:62][CH:61]=3)[N:56]([CH:53]3[CH2:55][CH2:54]3)[CH2:57][CH2:58]2)=[O:15])=[C:4]([Cl:19])[CH:3]=1, predict the reactants needed to synthesize it. The reactants are: [Br:1][C:2]1[C:17]([Cl:18])=[CH:16][C:5]([O:6][C:7]2[C:12]([C:13]([OH:15])=O)=[CH:11][N:10]=[CH:9][CH:8]=2)=[C:4]([Cl:19])[CH:3]=1.CN(C(ON1N=NC2C=CC=NC1=2)=[N+](C)C)C.F[P-](F)(F)(F)(F)F.C(N(CC)C(C)C)(C)C.[CH:53]1([N:56]2[C:65]3[C:60](=[CH:61][CH:62]=[CH:63][CH:64]=3)[NH:59][CH2:58][CH2:57]2)[CH2:55][CH2:54]1. (2) The reactants are: O[CH2:2][CH:3]1[CH2:8][CH2:7][N:6]([C:9]([O:11][CH2:12][CH3:13])=[O:10])[CH2:5][CH2:4]1.C1(P(C2C=CC=CC=2)C2C=CC=CC=2)C=CC=CC=1.[Br:33]N1C(=O)CCC1=O. Given the product [Br:33][CH2:2][CH:3]1[CH2:8][CH2:7][N:6]([C:9]([O:11][CH2:12][CH3:13])=[O:10])[CH2:5][CH2:4]1, predict the reactants needed to synthesize it. (3) Given the product [O:1]1[C@@H:3]([C:4]([O:6][CH2:7][CH3:8])=[O:5])[C@@H:2]1[C:9]([O:11][CH2:12][CH3:13])=[O:10], predict the reactants needed to synthesize it. The reactants are: [O:1]1[C@H:3]([C:4]([O:6][CH2:7][CH3:8])=[O:5])[C@H:2]1[C:9]([O:11][CH2:12][CH3:13])=[O:10].Br[C@@H]([C@@H](O)C(OCC)=O)C(OCC)=O.C1CCN2C(=NCCC2)CC1. (4) Given the product [CH2:10]([O:1][C:2]1[CH:3]=[C:4]([CH:7]=[CH:8][CH:9]=1)[CH:5]=[O:6])[CH2:11][CH3:12], predict the reactants needed to synthesize it. The reactants are: [OH:1][C:2]1[CH:3]=[C:4]([CH:7]=[CH:8][CH:9]=1)[CH:5]=[O:6].[CH2:10](I)[CH2:11][CH3:12].C(=O)([O-])[O-].[K+].[K+].